Dataset: Reaction yield outcomes from USPTO patents with 853,638 reactions. Task: Predict the reaction yield, written as a fraction of the theoretical maximum amount of product (1.0 means a 100% yield; for example, 0.34 means a 34% yield). The reactants are [F:1][C:2]1[CH:7]=[CH:6][CH:5]=[C:4]([O:8][C:9]2[CH:14]=[CH:13][C:12]([CH:15]([F:20])[C:16](F)([F:18])[F:17])=[CH:11][C:10]=2[O:21][CH3:22])[N:3]=1.[Li+].C[Si]([N-][Si](C)(C)C)(C)C. The catalyst is C1COCC1. The product is [F:1][C:2]1[CH:7]=[CH:6][CH:5]=[C:4]([O:8][C:9]2[CH:14]=[CH:13][C:12]([C:15]([F:20])=[C:16]([F:17])[F:18])=[CH:11][C:10]=2[O:21][CH3:22])[N:3]=1. The yield is 0.430.